Dataset: Forward reaction prediction with 1.9M reactions from USPTO patents (1976-2016). Task: Predict the product of the given reaction. (1) Given the reactants [F:1][CH:2]([F:30])[O:3][C:4]1[CH:29]=[CH:28][CH:27]=[CH:26][C:5]=1[CH2:6][O:7][C:8]1[CH:12]=[C:11]([N:13]2[C:21]3[CH:20]=[CH:19][N:18]=[CH:17][C:16]=3[N:15]=[CH:14]2)[S:10][C:9]=1[C:22]([O:24]C)=O.[NH3:31], predict the reaction product. The product is: [F:1][CH:2]([F:30])[O:3][C:4]1[CH:29]=[CH:28][CH:27]=[CH:26][C:5]=1[CH2:6][O:7][C:8]1[CH:12]=[C:11]([N:13]2[C:21]3[CH:20]=[CH:19][N:18]=[CH:17][C:16]=3[N:15]=[CH:14]2)[S:10][C:9]=1[C:22]([NH2:31])=[O:24]. (2) Given the reactants C([O:3][C:4]([C:6]1[O:7][C:8]([S:23][CH3:24])=[C:9]([C:21]#[N:22])[C:10]=1[C:11]1[CH:16]=[CH:15][C:14]([C:17]([CH3:20])([CH3:19])[CH3:18])=[CH:13][CH:12]=1)=[O:5])C.[OH-].[Li+].Cl, predict the reaction product. The product is: [C:17]([C:14]1[CH:13]=[CH:12][C:11]([C:10]2[C:9]([C:21]#[N:22])=[C:8]([S:23][CH3:24])[O:7][C:6]=2[C:4]([OH:5])=[O:3])=[CH:16][CH:15]=1)([CH3:20])([CH3:18])[CH3:19].